From a dataset of Reaction yield outcomes from USPTO patents with 853,638 reactions. Predict the reaction yield, written as a fraction of the theoretical maximum amount of product (1.0 means a 100% yield; for example, 0.34 means a 34% yield). (1) The reactants are C([NH:4][C:5]1[N:14]=[C:13](C2N=CNN=2)[C:12]2[C:7](=[CH:8][CH:9]=[C:10]([C:20]3[CH:25]=[CH:24][C:23]([F:26])=[CH:22][CH:21]=3)[CH:11]=2)[N:6]=1)(=O)C.[CH:27]([OH:30])([CH3:29])[CH3:28]. No catalyst specified. The product is [NH2:4][C:5]1[N:14]=[C:13]([O:30][CH:27]([CH3:29])[CH3:28])[C:12]2[C:7](=[CH:8][CH:9]=[C:10]([C:20]3[CH:21]=[CH:22][C:23]([F:26])=[CH:24][CH:25]=3)[CH:11]=2)[N:6]=1. The yield is 0.850. (2) The reactants are [Cl:1][CH2:2][CH2:3][CH2:4][O:5][C:6]1[CH:7]=[CH:8][C:9]2[CH2:10][C@H:11]3[NH:22][CH2:21][CH2:20][C@@:17]4([C:18]=2[CH:19]=1)[C@H:12]3[CH2:13][CH2:14][CH2:15][CH2:16]4.Cl.C(=O)([O-])[O-].[K+].[K+].[CH2:30](Br)[C:31]1[CH:36]=[CH:35][CH:34]=[CH:33][CH:32]=1. The product is [Cl:1][CH2:2][CH2:3][CH2:4][O:5][C:6]1[CH:7]=[CH:8][C:9]2[CH2:10][C@H:11]3[N:22]([CH2:30][C:31]4[CH:36]=[CH:35][CH:34]=[CH:33][CH:32]=4)[CH2:21][CH2:20][C@@:17]4([C:18]=2[CH:19]=1)[C@H:12]3[CH2:13][CH2:14][CH2:15][CH2:16]4. The catalyst is CN(C=O)C. The yield is 0.870. (3) The reactants are [CH2:1]([O:3][C:4](=[O:23])[CH2:5][C:6]([N:8]([CH2:16][C:17]1[CH:22]=[CH:21][CH:20]=[CH:19][CH:18]=1)[CH2:9][CH2:10][C:11]([O:13]CC)=O)=[O:7])C.COC(=O)CC(N(CC1C=CC=CC=1)CCC(OCC)=O)=O.C[O-].[Na+].S(=O)(=O)(O)O. The catalyst is C1(C)C=CC=CC=1. The product is [CH3:1][O:3][C:4]([CH:5]1[C:11](=[O:13])[CH2:10][CH2:9][N:8]([CH2:16][C:17]2[CH:18]=[CH:19][CH:20]=[CH:21][CH:22]=2)[C:6]1=[O:7])=[O:23]. The yield is 0.680. (4) The reactants are ClC(OCC)=O.[CH2:7]([O:14][C:15]1[CH:20]=[CH:19][C:18]([C@@H:21]2[CH2:23][C@H:22]2[C:24]([OH:26])=O)=[CH:17][CH:16]=1)[C:8]1[CH:13]=[CH:12][CH:11]=[CH:10][CH:9]=1.C(N(CC)CC)C.[N-:34]=[N+:35]=[N-:36].[Na+]. The catalyst is CC(C)=O.O. The product is [CH2:7]([O:14][C:15]1[CH:20]=[CH:19][C:18]([C@@H:21]2[CH2:23][C@H:22]2[C:24]([N:34]=[N+:35]=[N-:36])=[O:26])=[CH:17][CH:16]=1)[C:8]1[CH:13]=[CH:12][CH:11]=[CH:10][CH:9]=1. The yield is 0.859. (5) The reactants are C(OC(=O)C)(=O)C.[CH:8]([OH:10])=O.[F:11][C:12]1[CH:13]=[C:14]([C@@:25]([C:34]2[CH:39]=[CH:38][C:37]([F:40])=[CH:36][CH:35]=2)([NH2:33])[CH2:26][C:27]2[CH:32]=[CH:31][CH:30]=[CH:29][CH:28]=2)[CH:15]=[C:16]([O:18][C:19]([F:24])([F:23])[CH:20]([F:22])[F:21])[CH:17]=1. The catalyst is ClCCCl.C(Cl)Cl. The product is [F:11][C:12]1[CH:13]=[C:14]([C@:25]([NH:33][CH:8]=[O:10])([C:34]2[CH:39]=[CH:38][C:37]([F:40])=[CH:36][CH:35]=2)[CH2:26][C:27]2[CH:32]=[CH:31][CH:30]=[CH:29][CH:28]=2)[CH:15]=[C:16]([O:18][C:19]([F:24])([F:23])[CH:20]([F:22])[F:21])[CH:17]=1. The yield is 0.810. (6) The reactants are [Cl:1][C:2]1[C:7]2[CH:8]([CH3:11])[CH2:9][O:10][C:6]=2[C:5]([CH:12]2[C@H:17]([O:18]CC3C=CC=CC=3)[C@@H:16]([O:26]CC3C=CC=CC=3)[C@H:15]([O:34]CC3C=CC=CC=3)[C@@H:14]([CH2:42][O:43]CC3C=CC=CC=3)[O:13]2)=[CH:4][C:3]=1[CH2:51][C:52]1[CH:57]=[CH:56][C:55]([O:58][CH2:59][CH3:60])=[CH:54][CH:53]=1. The catalyst is C1COCC1.CO.[Pd]. The product is [Cl:1][C:2]1[C:7]2[CH:8]([CH3:11])[CH2:9][O:10][C:6]=2[C:5]([C@H:12]2[C@H:17]([OH:18])[C@@H:16]([OH:26])[C@H:15]([OH:34])[C@@H:14]([CH2:42][OH:43])[O:13]2)=[CH:4][C:3]=1[CH2:51][C:52]1[CH:53]=[CH:54][C:55]([O:58][CH2:59][CH3:60])=[CH:56][CH:57]=1. The yield is 0.420.